This data is from Peptide-MHC class II binding affinity with 134,281 pairs from IEDB. The task is: Regression. Given a peptide amino acid sequence and an MHC pseudo amino acid sequence, predict their binding affinity value. This is MHC class II binding data. The peptide sequence is GATRERSLWIIFSKN. The MHC is HLA-DQA10401-DQB10402 with pseudo-sequence HLA-DQA10401-DQB10402. The binding affinity (normalized) is 0.114.